Predict the reactants needed to synthesize the given product. From a dataset of Full USPTO retrosynthesis dataset with 1.9M reactions from patents (1976-2016). (1) Given the product [Cl:17][C:8]1[N:9]=[C:10]([N:11]2[CH2:16][CH2:15][O:14][CH2:13][CH2:12]2)[C:5]2[S:4][C:3]([CH2:2][N:29]3[C:25](=[O:35])[C:26]4[C:27](=[CH:31][CH:32]=[CH:33][CH:34]=4)[C:28]3=[O:30])=[N:18][C:6]=2[N:7]=1, predict the reactants needed to synthesize it. The reactants are: Br[CH2:2][C:3]1[S:4][C:5]2[C:10]([N:11]3[CH2:16][CH2:15][O:14][CH2:13][CH2:12]3)=[N:9][C:8]([Cl:17])=[N:7][C:6]=2[N:18]=1.C([O-])([O-])=O.[K+].[K+].[C:25]1(=[O:35])[NH:29][C:28](=[O:30])[C:27]2=[CH:31][CH:32]=[CH:33][CH:34]=[C:26]12. (2) Given the product [CH3:36][C:10]1([CH2:9][OH:8])[S:16][CH2:15][CH2:14][N:13]2[C:17]([C:20]3([C:23]4[CH:24]=[CH:25][C:26]([C:29]5[CH:30]=[N:31][CH:32]=[CH:33][C:34]=5[CH3:35])=[CH:27][CH:28]=4)[CH2:22][CH2:21]3)=[N:18][N:19]=[C:12]2[CH2:11]1, predict the reactants needed to synthesize it. The reactants are: [Si]([O:8][CH2:9][C:10]1([CH3:36])[S:16][CH2:15][CH2:14][N:13]2[C:17]([C:20]3([C:23]4[CH:28]=[CH:27][C:26]([C:29]5[CH:30]=[N:31][CH:32]=[CH:33][C:34]=5[CH3:35])=[CH:25][CH:24]=4)[CH2:22][CH2:21]3)=[N:18][N:19]=[C:12]2[CH2:11]1)(C(C)(C)C)(C)C.Cl. (3) The reactants are: [Cl:1][C:2]1[CH:7]=[CH:6][C:5]([CH:8]([C:16]2[C:24]3[C:19](=[C:20]([CH2:25][S:26][CH3:27])[CH:21]=[CH:22][CH:23]=3)[NH:18][CH:17]=2)[CH2:9][CH2:10][C:11](OCC)=[O:12])=[CH:4][CH:3]=1.[H-].[Al+3].[Li+].[H-].[H-].[H-].Cl. Given the product [Cl:1][C:2]1[CH:3]=[CH:4][C:5]([CH:8]([C:16]2[C:24]3[C:19](=[C:20]([CH2:25][S:26][CH3:27])[CH:21]=[CH:22][CH:23]=3)[NH:18][CH:17]=2)[CH2:9][CH2:10][CH2:11][OH:12])=[CH:6][CH:7]=1, predict the reactants needed to synthesize it. (4) Given the product [C:1]([C:3]([C:6]1[CH:7]=[C:8]([CH:12]=[CH:13][CH:14]=1)[C:9]([NH:51][C:50]1[CH:52]=[CH:53][C:47]([CH3:46])=[C:48]([N+:54]([O-:56])=[O:55])[CH:49]=1)=[O:11])([CH3:4])[CH3:5])#[N:2], predict the reactants needed to synthesize it. The reactants are: [C:1]([C:3]([C:6]1[CH:7]=[C:8]([CH:12]=[CH:13][CH:14]=1)[C:9]([OH:11])=O)([CH3:5])[CH3:4])#[N:2].CN(C(ON1N=NC2C=CC=CC1=2)=[N+](C)C)C.[B-](F)(F)(F)F.CCN(C(C)C)C(C)C.[CH3:46][C:47]1[CH:53]=[CH:52][C:50]([NH2:51])=[CH:49][C:48]=1[N+:54]([O-:56])=[O:55].C(O)(=O)CC(CC(O)=O)(C(O)=O)O. (5) Given the product [NH2:16][C:4]1[N:3]=[C:2]([NH:17][C:18]2[CH:19]=[CH:20][C:21]([Cl:28])=[C:22]([CH:27]=2)[C:23]([NH:25][CH3:26])=[O:24])[CH:7]=[C:6]([C:8]2[CH:13]=[C:12]([Br:14])[CH:11]=[CH:10][C:9]=2[CH3:15])[N:5]=1, predict the reactants needed to synthesize it. The reactants are: Cl[C:2]1[CH:7]=[C:6]([C:8]2[CH:13]=[C:12]([Br:14])[CH:11]=[CH:10][C:9]=2[CH3:15])[N:5]=[C:4]([NH2:16])[N:3]=1.[NH2:17][C:18]1[CH:19]=[CH:20][C:21]([Cl:28])=[C:22]([CH:27]=1)[C:23]([NH:25][CH3:26])=[O:24]. (6) Given the product [CH:1]1[C:10]2[C:5](=[CH:6][CH:7]=[CH:8][CH:9]=2)[CH:4]=[C:3]([N:11]2[CH2:16][CH2:15][N:14]([C:17]3[C:18]([C:31]4[CH:32]=[CH:33][CH:34]=[CH:35][CH:36]=4)=[N:19][C:20]4[C:25]([N:26]=3)=[CH:24][C:23]([C:27]([OH:29])=[O:28])=[CH:22][CH:21]=4)[CH2:13][CH2:12]2)[N:2]=1, predict the reactants needed to synthesize it. The reactants are: [CH:1]1[C:10]2[C:5](=[CH:6][CH:7]=[CH:8][CH:9]=2)[CH:4]=[C:3]([N:11]2[CH2:16][CH2:15][N:14]([C:17]3[C:18]([C:31]4[CH:36]=[CH:35][CH:34]=[CH:33][CH:32]=4)=[N:19][C:20]4[C:25]([N:26]=3)=[CH:24][C:23]([C:27]([O:29]C)=[O:28])=[CH:22][CH:21]=4)[CH2:13][CH2:12]2)[N:2]=1.[OH-].[Na+].Cl. (7) Given the product [Cl:21][C:16]1[CH:17]=[CH:18][CH:19]=[CH:20][C:15]=1[C:11]1[C:9]2[O:10][CH:5]([CH2:4][NH2:1])[CH2:6][O:7][C:8]=2[CH:14]=[CH:13][CH:12]=1, predict the reactants needed to synthesize it. The reactants are: [N:1]([CH2:4][CH:5]1[O:10][C:9]2[C:11]([C:15]3[CH:20]=[CH:19][CH:18]=[CH:17][C:16]=3[Cl:21])=[CH:12][CH:13]=[CH:14][C:8]=2[O:7][CH2:6]1)=[N+]=[N-].OCC1(OC[C@@H](O)[C@@H](O)[C@H]1O)O. (8) Given the product [Cl:16][C:12]1[C:3]([CH2:4][O:5][CH:6]2[CH2:11][CH2:10][CH2:9][CH2:8][O:7]2)=[C:2]([C:22]2([OH:26])[CH2:25][CH2:24][CH2:23]2)[CH:15]=[CH:14][CH:13]=1, predict the reactants needed to synthesize it. The reactants are: Br[C:2]1[CH:15]=[CH:14][CH:13]=[C:12]([Cl:16])[C:3]=1[CH2:4][O:5][CH:6]1[CH2:11][CH2:10][CH2:9][CH2:8][O:7]1.[Li]CCCC.[C:22]1(=[O:26])[CH2:25][CH2:24][CH2:23]1.O.